From a dataset of Reaction yield outcomes from USPTO patents with 853,638 reactions. Predict the reaction yield, written as a fraction of the theoretical maximum amount of product (1.0 means a 100% yield; for example, 0.34 means a 34% yield). (1) The reactants are [NH2:1][C:2]1[N:3]=[C:4]([CH3:21])[C:5]2[C:11](=S)[NH:10][C@@H:9]([C:13]3[CH:18]=[CH:17][C:16]([F:19])=[CH:15][C:14]=3[Br:20])[CH2:8][C:6]=2[N:7]=1.[Si:22]([O:29][NH2:30])([C:25]([CH3:28])([CH3:27])[CH3:26])([CH3:24])[CH3:23]. The catalyst is [Hg](OC(C)=O)OC(C)=O.C1(C)C=CC=CC=1. The product is [Si:22]([O:29]/[N:30]=[C:11]1\[NH:10][C@@H:9]([C:13]2[CH:18]=[CH:17][C:16]([F:19])=[CH:15][C:14]=2[Br:20])[CH2:8][C:6]2[N:7]=[C:2]([NH2:1])[N:3]=[C:4]([CH3:21])[C:5]\1=2)([C:25]([CH3:28])([CH3:27])[CH3:26])([CH3:24])[CH3:23]. The yield is 0.800. (2) The catalyst is CN(C=O)C. The yield is 0.970. The product is [Br:1][C:2]1[CH:3]=[N:4][CH:5]=[C:6]2[C:11]=1[N:10]=[C:9]([C:12]([N:52]1[CH2:53][CH2:54][CH2:55][C:50]([F:56])([F:49])[CH2:51]1)=[O:14])[CH:8]=[CH:7]2. The reactants are [Br:1][C:2]1[CH:3]=[N:4][CH:5]=[C:6]2[C:11]=1[N:10]=[C:9]([C:12]([OH:14])=O)[CH:8]=[CH:7]2.CN(C(ON1N=NC2C=CC=NC1=2)=[N+](C)C)C.F[P-](F)(F)(F)(F)F.CCN(C(C)C)C(C)C.Cl.[F:49][C:50]1([F:56])[CH2:55][CH2:54][CH2:53][NH:52][CH2:51]1. (3) The reactants are Br[C:2]1[CH:8]=[C:7]([N+:9]([O-:11])=[O:10])[C:5]([NH2:6])=[C:4]([CH3:12])[CH:3]=1.[B:13]1([B:13]2[O:17][C:16]([CH3:19])([CH3:18])[C:15]([CH3:21])([CH3:20])[O:14]2)[O:17][C:16]([CH3:19])([CH3:18])[C:15]([CH3:21])([CH3:20])[O:14]1.C([O-])(=O)C.[K+]. The catalyst is C([O-])(=O)C.[Pd+2].C([O-])(=O)C.CN(C)C=O. The product is [CH3:12][C:4]1[CH:3]=[C:2]([B:13]2[O:17][C:16]([CH3:19])([CH3:18])[C:15]([CH3:21])([CH3:20])[O:14]2)[CH:8]=[C:7]([N+:9]([O-:11])=[O:10])[C:5]=1[NH2:6]. The yield is 0.880. (4) The product is [CH:1]1([CH2:6][C@@H:7]([C:20]([NH:22][NH:23][C:24]2[C:29]([F:30])=[C:28]([N:31]3[CH2:35][CH2:34][CH2:33][CH2:32]3)[N:27]=[C:26]([CH3:36])[N:25]=2)=[O:21])[CH2:8][N:9]([OH:12])[CH:10]=[O:11])[CH2:2][CH2:3][CH2:4][CH2:5]1. The reactants are [CH:1]1([CH2:6][C@@H:7]([C:20]([NH:22][NH:23][C:24]2[C:29]([F:30])=[C:28]([N:31]3[CH2:35][CH2:34][CH2:33][CH2:32]3)[N:27]=[C:26]([CH3:36])[N:25]=2)=[O:21])[CH2:8][N:9]([O:12]CC2C=CC=CC=2)[CH:10]=[O:11])[CH2:5][CH2:4][CH2:3][CH2:2]1. The yield is 0.570. The catalyst is CO. (5) The reactants are [CH:1]1([O:6][C:7](=[O:48])[C@@H:8]([NH:40]C(OC(C)(C)C)=O)[CH2:9][CH2:10][O:11][C:12]2[CH:21]=[C:20]3[C:15]([C:16]([S:22][C:23]4[CH:28]=[CH:27][C:26]([NH:29][C:30](=[O:37])[C:31]5[CH:36]=[CH:35][CH:34]=[CH:33][CH:32]=5)=[CH:25][CH:24]=4)=[CH:17][CH:18]=[N:19]3)=[CH:14][C:13]=2[O:38][CH3:39])[CH2:5][CH2:4][CH2:3][CH2:2]1. The catalyst is C(Cl)Cl.C(O)(C(F)(F)F)=O. The product is [CH:1]1([O:6][C:7](=[O:48])[C@@H:8]([NH2:40])[CH2:9][CH2:10][O:11][C:12]2[CH:21]=[C:20]3[C:15]([C:16]([S:22][C:23]4[CH:28]=[CH:27][C:26]([NH:29][C:30](=[O:37])[C:31]5[CH:32]=[CH:33][CH:34]=[CH:35][CH:36]=5)=[CH:25][CH:24]=4)=[CH:17][CH:18]=[N:19]3)=[CH:14][C:13]=2[O:38][CH3:39])[CH2:5][CH2:4][CH2:3][CH2:2]1. The yield is 0.980. (6) The reactants are [Cl:1][C:2]1[CH:7]=[C:6]([F:8])[CH:5]=[CH:4][C:3]=1[SH:9].F[C:11]1[CH:16]=[CH:15][CH:14]=[CH:13][C:12]=1[N+:17]([O-:19])=[O:18].[Cl:20][C:21]1[CH:26]=[C:25]([F:27])[CH:24]=[CH:23][C:22]=1[S:28][C:29]1[CH:35]=[CH:34][CH:33]=[CH:32][C:30]=1[NH2:31].[NH2:36][C:37]1SC=[CH:40][N:41]=1. No catalyst specified. The product is [Cl:1][C:2]1[CH:7]=[C:6]([F:8])[CH:5]=[CH:4][C:3]=1[S:9][C:11]1[CH:16]=[CH:15][CH:14]=[CH:13][C:12]=1[N+:17]([O-:19])=[O:18].[Cl:20][C:21]1[CH:26]=[C:25]([F:27])[CH:24]=[CH:23][C:22]=1[S:28][C:29]1[CH:35]=[CH:34][CH:33]=[CH:32][C:30]=1[NH:31][C:40]([NH:41][C:37]1[S:9][CH:3]=[CH:2][N:36]=1)=[O:18]. The yield is 0.800. (7) The reactants are [F:1][C:2]([F:15])([F:14])[C:3]1[CH:4]=[C:5]([CH:7]=[C:8]([C:10]([F:13])([F:12])[F:11])[CH:9]=1)[NH2:6].C(N(CC)CC)C.CN(C1C=CC=CN=1)C.[CH3:32][C:33]([O:36][C:37](O[C:37]([O:36][C:33]([CH3:35])([CH3:34])[CH3:32])=[O:38])=[O:38])([CH3:35])[CH3:34]. The catalyst is C(#N)C.O. The product is [F:1][C:2]([F:14])([F:15])[C:3]1[CH:4]=[C:5]([NH:6][C:37](=[O:38])[O:36][C:33]([CH3:35])([CH3:34])[CH3:32])[CH:7]=[C:8]([C:10]([F:11])([F:12])[F:13])[CH:9]=1. The yield is 0.860. (8) The reactants are [S:1]1[CH:5]=[C:4]([C:6]([OH:8])=O)[N:3]=[N:2]1.ClN1C(=O)CCC1=O.[CH:17]1([CH2:20][N:21]2[C:29]3[N:28]=[C:27]([CH2:30][C:31]4[CH:36]=[CH:35][C:34]([NH:37][CH3:38])=[CH:33][CH:32]=4)[NH:26][C:25]=3[C:24](=[O:39])[N:23]([CH2:40][C:41]3[CH:46]=[CH:45][CH:44]=[CH:43][C:42]=3[F:47])[C:22]2=[O:48])[CH2:19][CH2:18]1.C(N(CC)CC)C. The catalyst is ClCCl. The product is [CH:17]1([CH2:20][N:21]2[C:29]3[N:28]=[C:27]([CH2:30][C:31]4[CH:32]=[CH:33][C:34]([N:37]([CH3:38])[C:6]([C:4]5[N:3]=[N:2][S:1][CH:5]=5)=[O:8])=[CH:35][CH:36]=4)[NH:26][C:25]=3[C:24](=[O:39])[N:23]([CH2:40][C:41]3[CH:46]=[CH:45][CH:44]=[CH:43][C:42]=3[F:47])[C:22]2=[O:48])[CH2:19][CH2:18]1. The yield is 0.247.